Dataset: Reaction yield outcomes from USPTO patents with 853,638 reactions. Task: Predict the reaction yield, written as a fraction of the theoretical maximum amount of product (1.0 means a 100% yield; for example, 0.34 means a 34% yield). (1) The catalyst is CC(N(C)C)=O. The product is [F:17][C:11]([F:18])([O:9][C:5]1[CH:6]=[C:7]([F:8])[C:2]([Br:1])=[CH:3][CH:4]=1)[C:12]([N:14]([CH3:16])[CH3:15])=[O:13]. The reactants are [Br:1][C:2]1[C:7]([F:8])=[CH:6][C:5]([OH:9])=[CH:4][CH:3]=1.Br[C:11]([F:18])([F:17])[C:12]([N:14]([CH3:16])[CH3:15])=[O:13].C([O-])([O-])=O.[K+].[K+].O. The yield is 0.850. (2) The reactants are [Cl:1][C:2]1[C:3]([C:26]([F:29])([F:28])[F:27])=[CH:4][C:5]2[N:9]=[C:8]([CH2:10][CH:11]3[CH2:14][CH:13]([CH:15]=O)[CH2:12]3)[N:7]([CH2:17][O:18][CH2:19][CH2:20][Si:21]([CH3:24])([CH3:23])[CH3:22])[C:6]=2[CH:25]=1.[CH3:30][C:31]1([CH3:54])[O:35][C@@H:34]2[C@@H:36]([CH2:49][NH:50][CH:51]([CH3:53])[CH3:52])[CH2:37][C@@H:38]([N:39]3[C:43]4[N:44]=[CH:45][N:46]=[C:47]([NH2:48])[C:42]=4[CH:41]=[CH:40]3)[C@@H:33]2[O:32]1.[O-]S([O-])(=O)=O.[Mg+2].C([O-])(O)=O.[Na+]. The catalyst is ClCCCl.[Cl-].[Na+].O. The product is [Cl:1][C:2]1[C:3]([C:26]([F:29])([F:27])[F:28])=[CH:4][C:5]2[N:9]=[C:8]([CH2:10][CH:11]3[CH2:12][CH:13]([CH2:15][N:50]([CH2:49][C@@H:36]4[C@H:34]5[O:35][C:31]([CH3:54])([CH3:30])[O:32][C@H:33]5[C@H:38]([N:39]5[C:43]6[N:44]=[CH:45][N:46]=[C:47]([NH2:48])[C:42]=6[CH:41]=[CH:40]5)[CH2:37]4)[CH:51]([CH3:52])[CH3:53])[CH2:14]3)[N:7]([CH2:17][O:18][CH2:19][CH2:20][Si:21]([CH3:24])([CH3:22])[CH3:23])[C:6]=2[CH:25]=1. The yield is 0.450. (3) The reactants are Cl[C:2]1[NH:6][C:5]2[CH:7]=[CH:8][C:9]([CH:11]([CH3:13])[CH3:12])=[CH:10][C:4]=2[N:3]=1.[NH2:14][C:15]1[N:23]=[CH:22][N:21]=[C:20]2[C:16]=1[N:17]=[CH:18][N:19]2[C@H:24]1[CH:28]2[O:29][C:30]([CH3:33])([CH3:32])[O:31][C@@H:27]2[C@@H:26]([CH2:34][N:35]([CH:41]([CH3:43])[CH3:42])[CH2:36][CH2:37][CH2:38][CH2:39][NH2:40])[O:25]1.[CH3:44]CN(C(C)C)C(C)C. The catalyst is CC(O)(C)C. The product is [NH2:14][C:15]1[N:23]=[CH:22][N:21]=[C:20]2[C:16]=1[N:17]=[CH:18][N:19]2[C@H:24]1[C@@H:28]2[O:29][C:30]([CH3:32])([CH3:33])[O:31][C@@H:27]2[C@@H:26]([CH2:34][N:35]([CH:41]([CH3:43])[CH3:42])[CH2:36][CH2:37][CH2:38][CH2:39][NH:40][C:2]2[NH:6][C:5]3[CH:7]=[CH:8][C:9]([C:11]([CH3:13])([CH3:44])[CH3:12])=[CH:10][C:4]=3[N:3]=2)[O:25]1. The yield is 0.570. (4) The reactants are C1(C(C2C=CC=CC=2)=[N:8][NH:9][C:10]2[CH:11]=[C:12]3[C:17](=[CH:18][CH:19]=2)[N:16]=[CH:15][CH:14]=[CH:13]3)C=CC=CC=1.[CH:26]1([C:31](=O)[CH2:32][C:33]#[N:34])[CH2:30][CH2:29][CH2:28][CH2:27]1. No catalyst specified. The product is [CH:26]1([C:31]2[CH:32]=[C:33]([NH2:34])[N:9]([C:10]3[CH:11]=[C:12]4[C:17](=[CH:18][CH:19]=3)[N:16]=[CH:15][CH:14]=[CH:13]4)[N:8]=2)[CH2:30][CH2:29][CH2:28][CH2:27]1. The yield is 0.530.